Dataset: Forward reaction prediction with 1.9M reactions from USPTO patents (1976-2016). Task: Predict the product of the given reaction. (1) Given the reactants [Cl:1][C:2]([Cl:7])([Cl:6])[C:3](O)=[O:4].ClC(Cl)(Cl)C([O-])=O.[Na+].C([CH:18]1[CH2:23][CH2:22][N:21]([C:24]([O:26][C:27]([CH3:30])([CH3:29])[CH3:28])=[O:25])[CH2:20][CH2:19]1)=O, predict the reaction product. The product is: [Cl:1][C:2]([Cl:7])([Cl:6])[CH:3]([CH:18]1[CH2:23][CH2:22][N:21]([C:24]([O:26][C:27]([CH3:30])([CH3:29])[CH3:28])=[O:25])[CH2:20][CH2:19]1)[OH:4]. (2) Given the reactants [NH2:1][C:2]1[CH:3]=[N:4][N:5]([CH3:7])[CH:6]=1.Cl[C:9]1[N:14]=[C:13]([N:15]2[CH2:20][CH2:19][O:18][CH2:17][CH2:16]2)[N:12]=[C:11]([N:21]2[C:25]3[CH:26]=[CH:27][CH:28]=[CH:29][C:24]=3[N:23]=[C:22]2[CH:30]([F:32])[F:31])[N:10]=1.O, predict the reaction product. The product is: [F:32][CH:30]([F:31])[C:22]1[N:21]([C:11]2[N:12]=[C:13]([N:15]3[CH2:16][CH2:17][O:18][CH2:19][CH2:20]3)[N:14]=[C:9]([NH:1][C:2]3[CH:3]=[N:4][N:5]([CH3:7])[CH:6]=3)[N:10]=2)[C:25]2[CH:26]=[CH:27][CH:28]=[CH:29][C:24]=2[N:23]=1.